Dataset: Ames mutagenicity test results for genotoxicity prediction. Task: Regression/Classification. Given a drug SMILES string, predict its toxicity properties. Task type varies by dataset: regression for continuous values (e.g., LD50, hERG inhibition percentage) or binary classification for toxic/non-toxic outcomes (e.g., AMES mutagenicity, cardiotoxicity, hepatotoxicity). Dataset: ames. (1) The compound is COc1ccc(N)cc1. The result is 1 (mutagenic). (2) The result is 1 (mutagenic). The drug is O=[N+]([O-])c1cccc2cccc([N+](=O)[O-])c12.